From a dataset of Reaction yield outcomes from USPTO patents with 853,638 reactions. Predict the reaction yield, written as a fraction of the theoretical maximum amount of product (1.0 means a 100% yield; for example, 0.34 means a 34% yield). (1) The catalyst is O1CCOCC1.[Br-].C[P+](C1C=CC=CC=1)(C1C=CC=CC=1)C1C=CC=CC=1. The product is [CH:10]([C:9]1[CH:12]=[CH:13][C:6]([N:1]2[CH:5]=[N:4][CH:3]=[N:2]2)=[CH:7][CH:8]=1)=[CH2:14]. The yield is 0.630. The reactants are [N:1]1([C:6]2[CH:13]=[CH:12][C:9]([CH:10]=O)=[CH:8][CH:7]=2)[CH:5]=[N:4][CH:3]=[N:2]1.[C:14]([O-])([O-])=O.[K+].[K+]. (2) The reactants are [CH3:1][CH:2]1[CH2:7][CH2:6][CH2:5][CH:4]([CH3:8])[N:3]1[CH:9](O)[CH3:10].[Br:12][C:13]1[CH:14]=[C:15]2[C:20](=[CH:21][CH:22]=1)[CH:19]=[C:18]([OH:23])[CH:17]=[CH:16]2. No catalyst specified. The product is [Br:12][C:13]1[CH:14]=[C:15]2[C:20](=[CH:21][CH:22]=1)[CH:19]=[C:18]([O:23][CH2:10][CH2:9][N:3]1[CH:2]([CH3:1])[CH2:7][CH2:6][CH2:5][CH:4]1[CH3:8])[CH:17]=[CH:16]2. The yield is 0.770. (3) The reactants are Cl[C:2]1[CH:3]=[C:4]([N:9]2[C:13]3[C:14](=[O:31])[N:15]([C:18]4[CH:23]=[CH:22][C:21]([N:24]5[CH2:29][CH2:28][CH2:27][CH2:26][C:25]5=[O:30])=[CH:20][CH:19]=4)[CH2:16][CH2:17][C:12]=3[C:11]([C:32]([F:35])([F:34])[F:33])=[N:10]2)[CH:5]=[CH:6][C:7]=1[F:8].C[C:37]([N:39](C)C)=O. The catalyst is [C-]#N.[C-]#N.[Zn+2].C1C=CC(/C=C/C(/C=C/C2C=CC=CC=2)=O)=CC=1.C1C=CC(/C=C/C(/C=C/C2C=CC=CC=2)=O)=CC=1.C1C=CC(/C=C/C(/C=C/C2C=CC=CC=2)=O)=CC=1.[Pd].[Pd].C1C=CC(P(C2C=CC=CC=2)[C-]2C=CC=C2)=CC=1.C1C=CC(P(C2C=CC=CC=2)[C-]2C=CC=C2)=CC=1.[Fe+2].[Zn]. The product is [F:8][C:7]1[CH:6]=[CH:5][C:4]([N:9]2[C:13]3[C:14](=[O:31])[N:15]([C:18]4[CH:19]=[CH:20][C:21]([N:24]5[CH2:29][CH2:28][CH2:27][CH2:26][C:25]5=[O:30])=[CH:22][CH:23]=4)[CH2:16][CH2:17][C:12]=3[C:11]([C:32]([F:35])([F:34])[F:33])=[N:10]2)=[CH:3][C:2]=1[C:37]#[N:39]. The yield is 0.500. (4) The reactants are Br[C:2]1[CH:3]=[C:4]([CH:30]=[CH:31][C:32]=1[N:33]=[C:34]1[S:38]S[N:36]=[C:35]1Cl)[C:5]([NH:7][C:8]1[C:13]([CH3:14])=[CH:12][C:11]([C:15]([F:27])([C:20]([F:26])([F:25])[C:21]([F:24])([F:23])[F:22])[C:16]([F:19])([F:18])[F:17])=[CH:10][C:9]=1[CH2:28][CH3:29])=[O:6].C(OCC)(=O)C. The catalyst is N1C=CC=CC=1.[Cu]I. The product is [C:35]([C:34]1[S:38][C:2]2[CH:3]=[C:4]([C:5]([NH:7][C:8]3[C:13]([CH3:14])=[CH:12][C:11]([C:15]([F:27])([C:20]([F:26])([F:25])[C:21]([F:24])([F:23])[F:22])[C:16]([F:19])([F:18])[F:17])=[CH:10][C:9]=3[CH2:28][CH3:29])=[O:6])[CH:30]=[CH:31][C:32]=2[N:33]=1)#[N:36]. The yield is 0.490. (5) The reactants are Br[C:2]1[C:3]([CH3:19])=[N:4][C:5]2[N:6]([N:9]=[C:10]([C:12]3[CH:17]=[CH:16][CH:15]=[C:14]([Cl:18])[CH:13]=3)[CH:11]=2)[C:7]=1Cl.[CH:20]([Mg]Cl)([CH3:22])[CH3:21].[Li+].[Cl-].C1COCC1.Cl[C:33](=[O:38])[C:34]([O:36][CH3:37])=[O:35]. The catalyst is [Cu]Br.C1COCC1. The product is [Cl:18][C:14]1[CH:13]=[C:12]([C:10]2[CH:11]=[C:5]3[N:4]=[C:3]([CH3:19])[C:2]([C:33](=[O:38])[C:34]([O:36][CH3:37])=[O:35])=[C:7]([CH:20]([CH3:22])[CH3:21])[N:6]3[N:9]=2)[CH:17]=[CH:16][CH:15]=1. The yield is 0.147. (6) The reactants are [Br:1][C:2]1[CH:3]=[C:4]([CH2:11][C:12]([O:14][CH3:15])=[O:13])[CH:5]=[CH:6][C:7]=1[N+:8]([O-])=O.C(O[Na])(C)=O.O.O.O.CC(O)=O. The catalyst is CO.O. The product is [NH2:8][C:7]1[CH:6]=[CH:5][C:4]([CH2:11][C:12]([O:14][CH3:15])=[O:13])=[CH:3][C:2]=1[Br:1]. The yield is 0.690. (7) The reactants are Cl[C:2]1[N:7]=[C:6]([N:8]2[CH2:13][CH2:12][CH:11]([CH3:14])[CH2:10][CH2:9]2)[CH:5]=[CH:4][N:3]=1.[NH2:15][C:16]1[NH:17][N:18]=[C:19]([CH3:21])[CH:20]=1.C(=O)([O-])[O-].[K+].[K+]. The yield is 0.500. The catalyst is C(O)CCC. The product is [CH3:14][CH:11]1[CH2:12][CH2:13][N:8]([C:6]2[CH:5]=[CH:4][N:3]=[C:2]([NH:15][C:16]3[NH:17][N:18]=[C:19]([CH3:21])[CH:20]=3)[N:7]=2)[CH2:9][CH2:10]1.